This data is from Catalyst prediction with 721,799 reactions and 888 catalyst types from USPTO. The task is: Predict which catalyst facilitates the given reaction. (1) Reactant: [CH3:1][C:2]1[CH:3]=[CH:4][C:5]([N:8]2[CH2:13][CH2:12][CH:11]([NH:14]C(=O)OC(C)(C)C)[CH2:10][CH2:9]2)=[N:6][CH:7]=1.C1COCC1.CO.[ClH:29]. Product: [ClH:29].[ClH:29].[CH3:1][C:2]1[CH:3]=[CH:4][C:5]([N:8]2[CH2:13][CH2:12][CH:11]([NH2:14])[CH2:10][CH2:9]2)=[N:6][CH:7]=1. The catalyst class is: 12. (2) Product: [OH:12][C@H:5]1[C:6]2[C:11](=[CH:10][CH:9]=[CH:8][CH:7]=2)[C@@H:2]([N:1]2[C:16](=[O:17])[C:15]3[C:14](=[CH:22][CH:21]=[CH:20][CH:19]=3)[C:13]2=[O:18])[CH2:3][CH2:4]1. Reactant: [NH2:1][C@@H:2]1[C:11]2[C:6](=[CH:7][CH:8]=[CH:9][CH:10]=2)[C@H:5]([OH:12])[CH2:4][CH2:3]1.[C:13]1(=O)[O:18][C:16](=[O:17])[C:15]2=[CH:19][CH:20]=[CH:21][CH:22]=[C:14]12. The catalyst class is: 11. (3) Reactant: [C:1]([O:5][C:6](=[O:27])[NH:7][CH2:8][C:9]1[CH:14]=[C:13]([F:15])[CH:12]=[CH:11][C:10]=1[O:16][C:17]1[CH:18]=[C:19]2[C:23](=[CH:24][CH:25]=1)[N:22]([CH3:26])[N:21]=[CH:20]2)([CH3:4])([CH3:3])[CH3:2].[H-].[Na+].[CH3:30]I.[NH4+].[Cl-]. Product: [C:1]([O:5][C:6](=[O:27])[N:7]([CH2:8][C:9]1[CH:14]=[C:13]([F:15])[CH:12]=[CH:11][C:10]=1[O:16][C:17]1[CH:18]=[C:19]2[C:23](=[CH:24][CH:25]=1)[N:22]([CH3:26])[N:21]=[CH:20]2)[CH3:30])([CH3:4])([CH3:3])[CH3:2]. The catalyst class is: 3. (4) Product: [ClH:40].[O:1]1[C:6]2[CH:7]=[CH:8][C:9]([CH2:11][NH:12][CH:20]3[CH2:25][CH2:24][N:23]([CH2:26][CH2:27][N:28]4[C:37]5[C:32](=[CH:33][CH:34]=[CH:35][CH:36]=5)[CH:31]=[C:30]([Br:38])[C:29]4=[O:39])[CH2:22][CH2:21]3)=[CH:10][C:5]=2[O:4][CH2:3][CH2:2]1. Reactant: [O:1]1[C:6]2[CH:7]=[CH:8][C:9]([CH2:11][N:12]([CH:20]3[CH2:25][CH2:24][N:23]([CH2:26][CH2:27][N:28]4[C:37]5[C:32](=[CH:33][CH:34]=[CH:35][CH:36]=5)[CH:31]=[C:30]([Br:38])[C:29]4=[O:39])[CH2:22][CH2:21]3)C(=O)OC(C)(C)C)=[CH:10][C:5]=2[O:4][CH2:3][CH2:2]1.[ClH:40].O1CCOCC1. The catalyst class is: 12. (5) Product: [Cl:1][C:2]1[C:6]([C:7]([O:9][CH3:10])=[O:8])=[C:5]([C:17]2[CH:18]=[CH:19][C:14]([O:13][CH3:12])=[CH:15][CH:16]=2)[S:4][N:3]=1. Reactant: [Cl:1][C:2]1[C:6]([C:7]([O:9][CH3:10])=[O:8])=[C:5](Cl)[S:4][N:3]=1.[CH3:12][O:13][C:14]1[CH:19]=[CH:18][C:17](B(O)O)=[CH:16][CH:15]=1.[F-].[K+].C1OCCOCCOCCOCCOCCOC1. The catalyst class is: 318. (6) Reactant: [C:1]([CH:4]1[CH2:9][CH2:8][O:7][CH2:6][CH2:5]1)(=[O:3])[CH3:2].[C:10](=O)([O:13]C)[O:11][CH3:12].C[O-].[Na+].Cl. Product: [O:7]1[CH2:8][CH2:9][CH:4]([C:1](=[O:3])[CH2:2][C:10]([O:11][CH3:12])=[O:13])[CH2:5][CH2:6]1. The catalyst class is: 226.